This data is from Orexin1 receptor HTS with 218,158 compounds and 233 confirmed actives. The task is: Binary Classification. Given a drug SMILES string, predict its activity (active/inactive) in a high-throughput screening assay against a specified biological target. (1) The drug is O1C2(NC(=O)c3c1cccc3)CCC(CC2)C. The result is 0 (inactive). (2) The molecule is S(c1n(nnn1)c1ccccc1)\C(=N\Nc1ccc(cc1)C)C(=O)c1ccccc1. The result is 0 (inactive). (3) The drug is O(c1c(cccc1OC)/C=N\Nc1ncccc1[N+]([O-])=O)C. The result is 0 (inactive). (4) The drug is Clc1ccc(CNCc2ccc(cc2)C(O)=O)cc1. The result is 0 (inactive). (5) The compound is O1c2c(OC1)ccc(c2)C(=O)NN\C=C1\c2c(C=CC1=O)cccc2. The result is 0 (inactive). (6) The result is 0 (inactive). The molecule is S(c1n(c(nn1)c1ccccc1)C)C. (7) The drug is s1nnc(C(=O)N(C(c2c(F)cccc2)C(=O)NCc2ccccc2)CC=C)c1. The result is 0 (inactive).